Task: Predict the reactants needed to synthesize the given product.. Dataset: Full USPTO retrosynthesis dataset with 1.9M reactions from patents (1976-2016) (1) Given the product [C:13]([O:17][C:18]([N:19]1[CH2:23][CH2:24][C:10]([C:5]2[CH:6]=[CH:7][CH:8]=[CH:9][C:4]=2[Cl:3])([C:11]#[N:12])[CH2:21][CH2:20]1)=[O:26])([CH3:16])([CH3:15])[CH3:14], predict the reactants needed to synthesize it. The reactants are: [H-].[Na+].[Cl:3][C:4]1[CH:9]=[CH:8][CH:7]=[CH:6][C:5]=1[CH2:10][C:11]#[N:12].[C:13]([O:17][C:18](=[O:26])[N:19]([CH2:23][CH2:24]Cl)[CH2:20][CH2:21]Cl)([CH3:16])([CH3:15])[CH3:14]. (2) Given the product [F:9][C:10]1[CH:15]=[CH:14][C:13]([C:2]2[CH:7]=[CH:6][N:5]=[C:4]([CH3:8])[CH:3]=2)=[CH:12][CH:11]=1, predict the reactants needed to synthesize it. The reactants are: Cl[C:2]1[CH:7]=[CH:6][N:5]=[C:4]([CH3:8])[CH:3]=1.[F:9][C:10]1[CH:15]=[CH:14][C:13](B(O)O)=[CH:12][CH:11]=1.[F-].[K+].C(=O)([O-])[O-].[Na+].[Na+]. (3) Given the product [Cl:1][C:2]1[CH:9]=[CH:8][CH:7]=[C:6]([N:11]2[CH2:15][CH2:14][CH2:13][CH2:12]2)[C:3]=1[CH:4]=[O:5], predict the reactants needed to synthesize it. The reactants are: [Cl:1][C:2]1[CH:9]=[CH:8][CH:7]=[C:6](F)[C:3]=1[CH:4]=[O:5].[NH:11]1[CH2:15][CH2:14][CH2:13][CH2:12]1.C(=O)([O-])[O-].[K+].[K+].CS(C)=O. (4) Given the product [NH2:38][C:29]1[CH:30]=[C:31]([CH:36]=[CH:37][C:28]=1[N:26]([CH2:25][CH:21]1[CH2:22][CH2:23][CH2:24][N:20]1[C:18](=[O:19])[CH2:17][C:14]1[CH:15]=[CH:16][C:11]([NH:10][C:9]([NH:8][C:3]2[CH:4]=[CH:5][CH:6]=[CH:7][C:2]=2[F:1])=[O:43])=[C:12]([O:41][CH3:42])[CH:13]=1)[CH3:27])[C:32]([O:34][CH3:35])=[O:33], predict the reactants needed to synthesize it. The reactants are: [F:1][C:2]1[CH:7]=[CH:6][CH:5]=[CH:4][C:3]=1[NH:8][C:9](=[O:43])[NH:10][C:11]1[CH:16]=[CH:15][C:14]([CH2:17][C:18]([N:20]2[CH2:24][CH2:23][CH2:22][CH:21]2[CH2:25][N:26]([C:28]2[CH:37]=[CH:36][C:31]([C:32]([O:34][CH3:35])=[O:33])=[CH:30][C:29]=2[N+:38]([O-])=O)[CH3:27])=[O:19])=[CH:13][C:12]=1[O:41][CH3:42].